Dataset: Full USPTO retrosynthesis dataset with 1.9M reactions from patents (1976-2016). Task: Predict the reactants needed to synthesize the given product. (1) Given the product [Cl:14][C:11]1[CH:12]=[C:13]2[C:8](=[CH:9][CH:10]=1)[NH:7][N:6]=[C:5]2[CH2:4][NH2:1], predict the reactants needed to synthesize it. The reactants are: [N:1]([CH2:4][C:5]1[C:13]2[C:8](=[CH:9][CH:10]=[C:11]([Cl:14])[CH:12]=2)[NH:7][N:6]=1)=[N+]=[N-].[H][H]. (2) Given the product [CH2:1]([O:20][C:17](=[O:18])[CH2:22][CH2:24][CH2:10][SH:11])[CH3:2], predict the reactants needed to synthesize it. The reactants are: [C:1]1(OC)C=CC=C[CH:2]=1.F[C:10](F)(F)[S:11](O)(=O)=O.[C:17]([O-:20])(O)=[O:18].[Na+].[C:22](O)([C:24](F)(F)F)=O.